From a dataset of NCI-60 drug combinations with 297,098 pairs across 59 cell lines. Regression. Given two drug SMILES strings and cell line genomic features, predict the synergy score measuring deviation from expected non-interaction effect. Drug 1: CC1=C(C(CCC1)(C)C)C=CC(=CC=CC(=CC(=O)O)C)C. Drug 2: C1CCC(C(C1)N)N.C(=O)(C(=O)[O-])[O-].[Pt+4]. Cell line: HS 578T. Synergy scores: CSS=27.6, Synergy_ZIP=-7.74, Synergy_Bliss=-4.20, Synergy_Loewe=0.529, Synergy_HSA=1.35.